From a dataset of NCI-60 drug combinations with 297,098 pairs across 59 cell lines. Regression. Given two drug SMILES strings and cell line genomic features, predict the synergy score measuring deviation from expected non-interaction effect. Drug 1: CC(C1=C(C=CC(=C1Cl)F)Cl)OC2=C(N=CC(=C2)C3=CN(N=C3)C4CCNCC4)N. Drug 2: C1=NC2=C(N=C(N=C2N1C3C(C(C(O3)CO)O)O)F)N. Cell line: CCRF-CEM. Synergy scores: CSS=43.2, Synergy_ZIP=-0.310, Synergy_Bliss=0.0223, Synergy_Loewe=-4.72, Synergy_HSA=0.0489.